From a dataset of Full USPTO retrosynthesis dataset with 1.9M reactions from patents (1976-2016). Predict the reactants needed to synthesize the given product. (1) Given the product [CH3:1][C:2]1[N:3]([CH:14]2[CH2:19][CH2:18][O:17][CH2:16][CH2:15]2)[C:4]([C:7]2[CH:12]=[CH:11][N:10]=[C:9]([NH:13][C:21]3[CH:22]=[CH:23][C:24]([CH2:25][N:26]4[CH2:31][CH2:30][O:29][CH2:28][CH2:27]4)=[CH:32][CH:33]=3)[N:8]=2)=[CH:5][N:6]=1, predict the reactants needed to synthesize it. The reactants are: [CH3:1][C:2]1[N:3]([CH:14]2[CH2:19][CH2:18][O:17][CH2:16][CH2:15]2)[C:4]([C:7]2[CH:12]=[CH:11][N:10]=[C:9]([NH2:13])[N:8]=2)=[CH:5][N:6]=1.Br[C:21]1[CH:33]=[CH:32][C:24]([CH2:25][N:26]2[CH2:31][CH2:30][O:29][CH2:28][CH2:27]2)=[CH:23][CH:22]=1.C([O-])([O-])=O.[Cs+].[Cs+].CC(C1C=C(C(C)C)C(C2C=CC=CC=2P(C2CCCCC2)C2CCCCC2)=C(C(C)C)C=1)C. (2) Given the product [Br:1][C:2]1[CH:9]=[CH:8][C:5]([CH:6]=[CH:12][C:13]([OH:15])=[O:14])=[C:4]([F:10])[CH:3]=1, predict the reactants needed to synthesize it. The reactants are: [Br:1][C:2]1[CH:9]=[CH:8][C:5]([CH:6]=O)=[C:4]([F:10])[CH:3]=1.C(O)(=O)[CH2:12][C:13]([OH:15])=[O:14]. (3) Given the product [ClH:1].[ClH:25].[Cl:1][C:2]1[CH:3]=[C:4]([C:18](=[NH:24])[N:19]([CH2:22][CH3:23])[CH2:20][CH3:21])[CH:5]=[CH:6][C:7]=1[CH2:8][S:9][C:10]1[N:15]=[C:14]([OH:16])[CH:13]=[C:12]([CH3:17])[N:11]=1, predict the reactants needed to synthesize it. The reactants are: [Cl:1][C:2]1[CH:3]=[C:4]([C:18](=[NH:24])[N:19]([CH2:22][CH3:23])[CH2:20][CH3:21])[CH:5]=[CH:6][C:7]=1[CH2:8][S:9][C:10]1[N:15]=[C:14]([OH:16])[CH:13]=[C:12]([CH3:17])[N:11]=1.[ClH:25].O1CCOCC1.